From a dataset of Peptide-MHC class I binding affinity with 185,985 pairs from IEDB/IMGT. Regression. Given a peptide amino acid sequence and an MHC pseudo amino acid sequence, predict their binding affinity value. This is MHC class I binding data. (1) The peptide sequence is WSFYRVVVK. The MHC is HLA-B18:01 with pseudo-sequence HLA-B18:01. The binding affinity (normalized) is 0.0847. (2) The peptide sequence is YFAVVPLVY. The MHC is HLA-B58:01 with pseudo-sequence HLA-B58:01. The binding affinity (normalized) is 0.442. (3) The MHC is HLA-A11:01 with pseudo-sequence HLA-A11:01. The binding affinity (normalized) is 0.705. The peptide sequence is VTFQGKFKK. (4) The peptide sequence is WKAIGAYIL. The MHC is HLA-B18:01 with pseudo-sequence HLA-B18:01. The binding affinity (normalized) is 0.0847. (5) The peptide sequence is ICDDVLSKY. The MHC is HLA-B15:01 with pseudo-sequence HLA-B15:01. The binding affinity (normalized) is 0.0847. (6) The MHC is HLA-A02:06 with pseudo-sequence HLA-A02:06. The binding affinity (normalized) is 0.635. The peptide sequence is YQDPQNYEL. (7) The peptide sequence is HPAHTTVAA. The MHC is HLA-A68:02 with pseudo-sequence HLA-A68:02. The binding affinity (normalized) is 0.351. (8) The peptide sequence is QTQRSGVLW. The binding affinity (normalized) is 0.964. The MHC is HLA-B58:01 with pseudo-sequence HLA-B58:01. (9) The peptide sequence is RVNPGTYVY. The MHC is HLA-A01:01 with pseudo-sequence HLA-A01:01. The binding affinity (normalized) is 0.146. (10) The peptide sequence is KNDAVYIGY. The MHC is HLA-A03:01 with pseudo-sequence HLA-A03:01. The binding affinity (normalized) is 0.0847.